From a dataset of Catalyst prediction with 721,799 reactions and 888 catalyst types from USPTO. Predict which catalyst facilitates the given reaction. (1) Reactant: [Cl-].[Cl-].[CH3:3][NH+:4]([CH3:31])[CH2:5][C:6]([CH2:21][O:22][CH2:23][CH2:24][CH2:25][CH2:26][CH2:27][CH2:28][CH2:29][CH3:30])([CH2:11][O:12][CH2:13][CH2:14][CH2:15][CH2:16][CH2:17][CH2:18][CH2:19][CH3:20])[CH2:7][NH+:8]([CH3:10])[CH3:9]. Product: [CH3:10][N:8]([CH3:9])[CH2:7][C:6]([CH2:11][O:12][CH2:13][CH2:14][CH2:15][CH2:16][CH2:17][CH2:18][CH2:19][CH3:20])([CH2:21][O:22][CH2:23][CH2:24][CH2:25][CH2:26][CH2:27][CH2:28][CH2:29][CH3:30])[CH2:5][N:4]([CH3:3])[CH3:31]. The catalyst class is: 74. (2) Reactant: [N+:1]([C:4]1[CH:12]=[CH:11][CH:10]=[C:9]2[C:5]=1[CH:6]=[N:7][NH:8]2)([O-:3])=[O:2].[OH-].[K+].Br[CH2:16][C:17]1[CH:22]=[CH:21][CH:20]=[CH:19][CH:18]=1. Product: [CH2:16]([N:8]1[C:9]2[C:5](=[C:4]([N+:1]([O-:3])=[O:2])[CH:12]=[CH:11][CH:10]=2)[CH:6]=[N:7]1)[C:17]1[CH:22]=[CH:21][CH:20]=[CH:19][CH:18]=1. The catalyst class is: 21. (3) Reactant: Cl.Cl.[F:3][C:4]([F:25])([F:24])[C:5]1[CH:10]=[CH:9][C:8]([N:11]2[CH:15]=[CH:14][C:13]([CH2:16][N:17]3[CH2:22][CH2:21][CH:20]([NH2:23])[CH2:19][CH2:18]3)=[CH:12]2)=[CH:7][CH:6]=1.[Cl:26][C:27]1[CH:32]=[C:31]([Cl:33])[CH:30]=[CH:29][C:28]=1[N:34]=[C:35]=[O:36].CCN(C(C)C)C(C)C. Product: [Cl:26][C:27]1[CH:32]=[C:31]([Cl:33])[CH:30]=[CH:29][C:28]=1[NH:34][C:35]([NH:23][CH:20]1[CH2:21][CH2:22][N:17]([CH2:16][C:13]2[CH:14]=[CH:15][N:11]([C:8]3[CH:9]=[CH:10][C:5]([C:4]([F:3])([F:24])[F:25])=[CH:6][CH:7]=3)[CH:12]=2)[CH2:18][CH2:19]1)=[O:36]. The catalyst class is: 1. (4) Reactant: [Br:1][C:2]1[CH:10]=[CH:9][C:5]([C:6]([OH:8])=O)=[CH:4][C:3]=1[O:11][CH:12]1[CH2:14][CH2:13]1.CN(C=O)C.S(Cl)(Cl)=O.[F:24][C:25]([F:34])([F:33])[C:26]1[CH:31]=[CH:30][N:29]=[C:28]([NH2:32])[CH:27]=1. Product: [Br:1][C:2]1[CH:10]=[CH:9][C:5]([C:6]([NH:32][C:28]2[CH:27]=[C:26]([C:25]([F:33])([F:24])[F:34])[CH:31]=[CH:30][N:29]=2)=[O:8])=[CH:4][C:3]=1[O:11][CH:12]1[CH2:14][CH2:13]1. The catalyst class is: 64. (5) Reactant: C([O:3][C:4](=[O:31])[CH2:5][CH2:6][NH:7][C:8]1[CH:17]=[CH:16][C:15]2[C:10](=[CH:11][CH:12]=[C:13]([Cl:30])[C:14]=2[C:18](=[O:29])[NH:19][CH2:20][CH:21]2[CH2:26][CH2:25][C:24]([F:28])([F:27])[CH2:23][CH2:22]2)[N:9]=1)C.O.[OH-].[Li+]. Product: [Cl:30][C:13]1[C:14]([C:18](=[O:29])[NH:19][CH2:20][CH:21]2[CH2:26][CH2:25][C:24]([F:27])([F:28])[CH2:23][CH2:22]2)=[C:15]2[C:10](=[CH:11][CH:12]=1)[N:9]=[C:8]([NH:7][CH2:6][CH2:5][C:4]([OH:31])=[O:3])[CH:17]=[CH:16]2. The catalyst class is: 20. (6) Reactant: [Br:1][C:2]1[CH:7]=[CH:6][C:5]([OH:8])=[CH:4][CH:3]=1.N1C=CN=C1.[C:14]([Si:18](Cl)([CH3:20])[CH3:19])([CH3:17])([CH3:16])[CH3:15]. Product: [Br:1][C:2]1[CH:7]=[CH:6][C:5]([O:8][Si:18]([C:14]([CH3:17])([CH3:16])[CH3:15])([CH3:20])[CH3:19])=[CH:4][CH:3]=1. The catalyst class is: 9.